From a dataset of Full USPTO retrosynthesis dataset with 1.9M reactions from patents (1976-2016). Predict the reactants needed to synthesize the given product. (1) Given the product [O:26]1[CH2:30][CH2:29][O:28][CH:27]1[CH2:31][C:32]1[CH:33]=[C:34]2[C:38](=[CH:39][CH:40]=1)[C:37](=[C:3]1[C:4]3[C:9](=[CH:8][CH:7]=[CH:6][CH:5]=3)[NH:1][C:2]1=[O:10])[O:36][CH2:35]2, predict the reactants needed to synthesize it. The reactants are: [NH:1]1[C:9]2[C:4](=[CH:5][CH:6]=[CH:7][CH:8]=2)[CH2:3][C:2]1=[O:10].[Li+].C[Si]([N-][Si](C)(C)C)(C)C.C1COCC1.[O:26]1[CH2:30][CH2:29][O:28][CH:27]1[CH2:31][C:32]1[CH:33]=[C:34]2[C:38](=[CH:39][CH:40]=1)[C:37](=O)[O:36][CH2:35]2.Cl. (2) Given the product [NH2:1][C:2]1[S:3][C:4]([C:17]2[CH:22]=[CH:21][CH:20]=[C:19]([F:23])[CH:18]=2)=[C:5]([C:7]([N:9]2[C@H:14]([CH2:15][NH:16][C:34]([C:28]3[CH:27]=[N:26][N:25]([CH3:24])[C:29]=3[C:30]([F:33])([F:31])[F:32])=[O:35])[CH2:13][C@H:12]3[C@@H:10]2[CH2:11]3)=[O:8])[N:6]=1, predict the reactants needed to synthesize it. The reactants are: [NH2:1][C:2]1[S:3][C:4]([C:17]2[CH:22]=[CH:21][CH:20]=[C:19]([F:23])[CH:18]=2)=[C:5]([C:7]([N:9]2[C@H:14]([CH2:15][NH2:16])[CH2:13][C@H:12]3[C@@H:10]2[CH2:11]3)=[O:8])[N:6]=1.[CH3:24][N:25]1[C:29]([C:30]([F:33])([F:32])[F:31])=[C:28]([C:34](O)=[O:35])[CH:27]=[N:26]1. (3) Given the product [CH2:57]([N:59]([CH2:60][CH3:61])[CH2:62][CH2:63][NH:64][C:17]([C:15]1[CH:14]=[CH:13][C:11]2[NH:12][C:8]([C:7]3[C:2](=[O:1])[NH:3][N:4]=[C:5]([C:20]4[CH:21]=[CH:22][N:23]=[CH:24][CH:25]=4)[CH:6]=3)=[N:9][C:10]=2[CH:16]=1)=[O:19])[CH3:58], predict the reactants needed to synthesize it. The reactants are: [O:1]=[C:2]1[C:7]([C:8]2[NH:12][C:11]3[CH:13]=[CH:14][C:15]([C:17]([OH:19])=O)=[CH:16][C:10]=3[N:9]=2)=[CH:6][C:5]([C:20]2[CH:25]=[CH:24][N:23]=[CH:22][CH:21]=2)=[N:4][NH:3]1.C(N(CC)CC)C.F[P-](F)(F)(F)(F)F.N1(OC(N(C)C)=[N+](C)C)C2N=CC=CC=2N=N1.[CH2:57]([N:59]([CH2:62][CH2:63][NH2:64])[CH2:60][CH3:61])[CH3:58]. (4) Given the product [F:28][C:24]1[CH:23]=[C:22]([CH:27]=[CH:26][CH:25]=1)[O:21][C:16]1[CH:17]=[CH:18][CH:19]=[CH:20][C:15]=1[C@:14]([C@@H:10]1[CH2:11][CH2:12][CH2:13][N:8]([C:6]([O:5][C:1]([CH3:4])([CH3:2])[CH3:3])=[O:7])[CH2:9]1)([OH:29])[CH2:35][CH2:34][CH2:33][CH2:32][O:31][CH3:30], predict the reactants needed to synthesize it. The reactants are: [C:1]([O:5][C:6]([N:8]1[CH2:13][CH2:12][CH2:11][C@@H:10]([C:14](=[O:29])[C:15]2[CH:20]=[CH:19][CH:18]=[CH:17][C:16]=2[O:21][C:22]2[CH:27]=[CH:26][CH:25]=[C:24]([F:28])[CH:23]=2)[CH2:9]1)=[O:7])([CH3:4])([CH3:3])[CH3:2].[CH3:30][O:31][CH2:32][CH2:33][CH2:34][CH2:35][Mg]Cl.